This data is from Full USPTO retrosynthesis dataset with 1.9M reactions from patents (1976-2016). The task is: Predict the reactants needed to synthesize the given product. (1) The reactants are: C(OC([N:8]1[C:16]2[C:11](=[CH:12][C:13]([F:17])=[CH:14][CH:15]=2)[CH:10]=[C:9]1[C:18]1[N:23]=[C:22]([NH:24][C:25]2[CH:33]=[CH:32][C:28]([C:29](O)=[O:30])=[CH:27][C:26]=2[O:34][CH3:35])[CH:21]=[N:20][CH:19]=1)=O)(C)(C)C.[NH:36]1[CH2:39][CH:38]([NH:40][C:41](=[O:47])[O:42][C:43]([CH3:46])([CH3:45])[CH3:44])[CH2:37]1.CN(C(ON1N=NC2C=CC=CC1=2)=[N+](C)C)C.[B-](F)(F)(F)F. Given the product [F:17][C:13]1[CH:12]=[C:11]2[C:16](=[CH:15][CH:14]=1)[NH:8][C:9]([C:18]1[N:23]=[C:22]([NH:24][C:25]3[CH:33]=[CH:32][C:28]([C:29]([N:36]4[CH2:39][CH:38]([NH:40][C:41](=[O:47])[O:42][C:43]([CH3:45])([CH3:44])[CH3:46])[CH2:37]4)=[O:30])=[CH:27][C:26]=3[O:34][CH3:35])[CH:21]=[N:20][CH:19]=1)=[CH:10]2, predict the reactants needed to synthesize it. (2) Given the product [CH2:19]([C:23]1[C:27]([CH2:28][CH2:1][C:2]2[S:3][C:4]([C:8]([OH:10])=[O:9])=[C:5]([CH3:7])[N:6]=2)=[C:26]([CH3:30])[O:25][N:24]=1)[CH2:20][CH2:21][CH3:22], predict the reactants needed to synthesize it. The reactants are: [CH3:1][C:2]1[S:3][C:4]([C:8]([OH:10])=[O:9])=[C:5]([CH3:7])[N:6]=1.[Li+].CC([N-]C(C)C)C.[CH2:19]([C:23]1[C:27]([CH2:28]Cl)=[C:26]([CH3:30])[O:25][N:24]=1)[CH2:20][CH2:21][CH3:22]. (3) Given the product [Br:1][C:2]1[CH:3]=[CH:4][C:5]([O:15][CH2:16][CH:17]2[CH2:18][CH2:19]2)=[C:6](/[CH:8]=[CH:9]/[CH2:10][OH:11])[CH:7]=1, predict the reactants needed to synthesize it. The reactants are: [Br:1][C:2]1[CH:3]=[CH:4][C:5]([O:15][CH2:16][CH:17]2[CH2:19][CH2:18]2)=[C:6](/[CH:8]=[CH:9]/[C:10](OCC)=[O:11])[CH:7]=1.[H-].C([Al+]CC(C)C)C(C)C.[C@H](O)(C([O-])=O)[C@@H](O)C([O-])=O.[Na+].[K+].CCOC(C)=O. (4) The reactants are: [Br:1][C:2]1[C:3](C)=[C:4]([N+:12]([O-:14])=[O:13])[C:5](C)=[C:6]([CH:10]=1)[C:7]([OH:9])=[O:8].[C:16](=O)([O-])[O-].[Na+].[Na+].CI.O. Given the product [Br:1][C:2]1[CH:10]=[C:6]([CH:5]=[C:4]([N+:12]([O-:14])=[O:13])[CH:3]=1)[C:7]([O:9][CH3:16])=[O:8], predict the reactants needed to synthesize it. (5) Given the product [F:22][C:20]1[CH:19]=[CH:18][C:17]([C:23]([F:25])([F:24])[F:26])=[C:16]([CH:21]=1)[C:15]([N:12]1[CH2:13][CH2:14][N:9]([C:7](=[O:8])[C:6]([OH:28])=[O:5])[CH2:10][CH2:11]1)=[O:27], predict the reactants needed to synthesize it. The reactants are: [OH-].[Na+].C([O:5][C:6](=[O:28])[C:7]([N:9]1[CH2:14][CH2:13][N:12]([C:15](=[O:27])[C:16]2[CH:21]=[C:20]([F:22])[CH:19]=[CH:18][C:17]=2[C:23]([F:26])([F:25])[F:24])[CH2:11][CH2:10]1)=[O:8])C.Cl. (6) Given the product [CH:34]1([C:4]([C:5]2[CH:6]=[C:7]([CH:8]=[CH:9][CH:10]=2)[O:11][CH:12]2[CH2:13][N:14]([C:19]([C:20]3[CH:25]=[CH:24][CH:23]=[CH:22][C:21]=3[N:26]3[N:27]=[CH:28][CH:29]=[N:30]3)=[O:31])[CH:15]([CH3:18])[CH2:16][CH2:17]2)=[O:32])[CH2:36][CH2:35]1, predict the reactants needed to synthesize it. The reactants are: CON(C)[C:4](=[O:32])[C:5]1[CH:10]=[CH:9][CH:8]=[C:7]([O:11][CH:12]2[CH2:17][CH2:16][CH:15]([CH3:18])[N:14]([C:19](=[O:31])[C:20]3[CH:25]=[CH:24][CH:23]=[CH:22][C:21]=3[N:26]3[N:30]=[CH:29][CH:28]=[N:27]3)[CH2:13]2)[CH:6]=1.[CH:34]1([Mg]Br)[CH2:36][CH2:35]1. (7) Given the product [Br:16][C:2]1[CH:11]=[CH:10][C:9]2[C:4](=[C:5]3[CH:15]=[CH:14][CH:13]=[CH:12][C:6]3=[CH:7][CH:8]=2)[N:3]=1, predict the reactants needed to synthesize it. The reactants are: Cl[C:2]1[CH:11]=[CH:10][C:9]2[C:4](=[C:5]3[CH:15]=[CH:14][CH:13]=[CH:12][C:6]3=[CH:7][CH:8]=2)[N:3]=1.[Br:16][Si](C)(C)C.C(#N)CC.[OH-].[Na+].